From a dataset of Catalyst prediction with 721,799 reactions and 888 catalyst types from USPTO. Predict which catalyst facilitates the given reaction. (1) Reactant: [CH2:1]([O:8][C:9]([C:18]1[CH:23]=[CH:22][C:21]([N:24]2[CH2:29][CH2:28][NH:27][CH2:26][CH2:25]2)=[C:20](/[CH:30]=[CH:31]\[CH3:32])[CH:19]=1)([C:14]([F:17])([F:16])[F:15])[C:10]([F:13])([F:12])[F:11])[C:2]1[CH:7]=[CH:6][CH:5]=[CH:4][CH:3]=1.[Br:33][CH2:34][C:35](Br)=[O:36]. Product: [CH2:1]([O:8][C:9]([C:18]1[CH:23]=[CH:22][C:21]([N:24]2[CH2:29][CH2:28][N:27]([C:35](=[O:36])[CH2:34][Br:33])[CH2:26][CH2:25]2)=[C:20](/[CH:30]=[CH:31]\[CH3:32])[CH:19]=1)([C:10]([F:12])([F:13])[F:11])[C:14]([F:15])([F:16])[F:17])[C:2]1[CH:3]=[CH:4][CH:5]=[CH:6][CH:7]=1. The catalyst class is: 4. (2) Reactant: [Cl:1][C:2]1[CH:10]=[CH:9][CH:8]=[C:7]([Cl:11])[C:3]=1[C:4](Cl)=[O:5].C[O:13][C:14]([C:16]1[C:20]([NH2:21])=[CH:19][NH:18][N:17]=1)=[O:15].C(OC(C1C(N)=CNN=1)=O)C.C(N(CC)CC)C. Product: [Cl:1][C:2]1[CH:10]=[CH:9][CH:8]=[C:7]([Cl:11])[C:3]=1[C:4]([NH:21][C:20]1[C:16]([C:14]([OH:15])=[O:13])=[N:17][NH:18][CH:19]=1)=[O:5]. The catalyst class is: 12. (3) Reactant: [CH2:1]([O:3][C:4]([C:6]1[N:10]([CH2:11][C:12]2[CH:17]=[CH:16][CH:15]=[C:14]([Br:18])[CH:13]=2)[C:9]2[CH:19]=[C:20](Br)[S:21][C:8]=2[CH:7]=1)=[O:5])[CH3:2].C([Sn](CCCC)(CCCC)[C:28]1[S:29][CH:30]=[C:31]([CH3:33])[CH:32]=1)CCC.C([O-])([O-])=O.[Na+].[Na+]. Product: [CH2:1]([O:3][C:4]([C:6]1[N:10]([CH2:11][C:12]2[CH:17]=[CH:16][CH:15]=[C:14]([Br:18])[CH:13]=2)[C:9]2[CH:19]=[C:20]([C:28]3[S:29][CH:30]=[C:31]([CH3:33])[CH:32]=3)[S:21][C:8]=2[CH:7]=1)=[O:5])[CH3:2]. The catalyst class is: 206. (4) Reactant: FC(F)(F)C(O)=O.[F:8][C:9]1[C:10]([CH2:23][C:24](=O)[CH3:25])=[C:11]([NH:15]C(=O)OC(C)(C)C)[CH:12]=[CH:13][CH:14]=1.C(=O)([O-])O.[Na+]. Product: [F:8][C:9]1[CH:14]=[CH:13][CH:12]=[C:11]2[C:10]=1[CH:23]=[C:24]([CH3:25])[NH:15]2. The catalyst class is: 4. (5) Reactant: C[Mg]Br.[CH3:4][O:5][C:6]1[CH:7]=[C:8]([NH:18][C:19]2[N:20]=[C:21](C(OCC)=O)[C:22]3[CH2:28][O:27][CH2:26][CH2:25][C:23]=3[N:24]=2)[CH:9]=[CH:10][C:11]=1[N:12]1[CH:16]=[C:15]([CH3:17])[N:14]=[CH:13]1. Product: [CH3:4][O:5][C:6]1[CH:7]=[C:8]([NH:18][C:19]2[N:20]=[C:21]([C:6]([OH:5])([CH3:7])[CH3:11])[C:22]3[CH2:28][O:27][CH2:26][CH2:25][C:23]=3[N:24]=2)[CH:9]=[CH:10][C:11]=1[N:12]1[CH:16]=[C:15]([CH3:17])[N:14]=[CH:13]1. The catalyst class is: 1.